Dataset: Reaction yield outcomes from USPTO patents with 853,638 reactions. Task: Predict the reaction yield, written as a fraction of the theoretical maximum amount of product (1.0 means a 100% yield; for example, 0.34 means a 34% yield). (1) The reactants are [Br:1][C:2]1[CH:9]=[CH:8][C:7]([CH:10]([OH:12])[CH3:11])=[CH:6][C:3]=1[C:4]#[N:5].[CH3:13]N(C=O)C. The catalyst is C1COCC1. The product is [Br:1][C:2]1[CH:9]=[CH:8][C:7]([CH:10]([O:12][CH3:13])[CH3:11])=[CH:6][C:3]=1[C:4]#[N:5]. The yield is 0.540. (2) The reactants are [C:1]([NH:5][C:6]1[CH:13]=[C:12]([N:14]2[C:22]3[C:17](=[C:18]([N:23]4[CH:27]=[C:26]([C:28]5[CH:29]=[N:30][CH:31]=[CH:32][CH:33]=5)[N:25]=[CH:24]4)[CH:19]=[CH:20][CH:21]=3)[C:16]([CH:34]([CH3:36])[CH3:35])=[N:15]2)[CH:11]=[CH:10][C:7]=1[C:8]#[N:9])([CH3:4])([CH3:3])[CH3:2].[OH-:37].[Na+].OO.O. The catalyst is CS(C)=O. The product is [C:1]([NH:5][C:6]1[CH:13]=[C:12]([N:14]2[C:22]3[C:17](=[C:18]([N:23]4[CH:27]=[C:26]([C:28]5[CH:29]=[N:30][CH:31]=[CH:32][CH:33]=5)[N:25]=[CH:24]4)[CH:19]=[CH:20][CH:21]=3)[C:16]([CH:34]([CH3:36])[CH3:35])=[N:15]2)[CH:11]=[CH:10][C:7]=1[C:8]([NH2:9])=[O:37])([CH3:4])([CH3:3])[CH3:2]. The yield is 0.960. (3) The reactants are [CH3:1][C:2]1([CH3:23])[C:7]2[CH:8]=[C:9]([C:12]3[NH:16][C:15]([C:17]#[N:18])=[C:14]([N+:19]([O-])=O)[CH:13]=3)[CH:10]=[CH:11][C:6]=2[NH:5][C:4](=[O:22])[O:3]1.[NH4+].[Cl-]. The catalyst is CCO.O.C(OCC)(=O)C.[Zn]. The product is [NH2:19][C:14]1[CH:13]=[C:12]([C:9]2[CH:10]=[CH:11][C:6]3[NH:5][C:4](=[O:22])[O:3][C:2]([CH3:1])([CH3:23])[C:7]=3[CH:8]=2)[NH:16][C:15]=1[C:17]#[N:18]. The yield is 0.240. (4) The reactants are [NH2:1][C:2]1([CH2:6][OH:7])[CH2:5][CH2:4][CH2:3]1.[H-].[Na+].[O:10]1[C:14]2[CH:15]=[CH:16][CH:17]=[CH:18][C:13]=2[CH:12]=[C:11]1[C:19]1[N:23]2[N:24]=[C:25](Cl)[CH:26]=[CH:27][C:22]2=[N:21][CH:20]=1. The catalyst is CN(C=O)C. The product is [O:10]1[C:14]2[CH:15]=[CH:16][CH:17]=[CH:18][C:13]=2[CH:12]=[C:11]1[C:19]1[N:23]2[N:24]=[C:25]([O:7][CH2:6][C:2]3([NH2:1])[CH2:5][CH2:4][CH2:3]3)[CH:26]=[CH:27][C:22]2=[N:21][CH:20]=1. The yield is 0.280. (5) The reactants are [C:1]([C:3]1[CH:8]=[CH:7][C:6]([CH2:9][CH:10]([CH:16]=[O:17])[C:11](OCC)=O)=[CH:5][CH:4]=1)#[N:2].[NH2:18][C:19]([NH2:21])=[S:20]. The catalyst is C(O)C. The product is [O:17]=[C:16]1[C:10]([CH2:9][C:6]2[CH:7]=[CH:8][C:3]([C:1]#[N:2])=[CH:4][CH:5]=2)=[CH:11][NH:21][C:19](=[S:20])[NH:18]1. The yield is 0.695. (6) The reactants are [Br:1][C:2]1[CH:7]=[C:6]([S:8]([CH3:11])(=[O:10])=[O:9])[CH:5]=[CH:4][C:3]=1F.[CH3:13][C:14]1[CH:19]=[CH:18][CH:17]=[C:16]([CH3:20])[C:15]=1[OH:21].C(=O)([O-])[O-].[Cs+].[Cs+].Cl. The catalyst is CS(C)=O. The product is [Br:1][C:2]1[CH:7]=[C:6]([S:8]([CH3:11])(=[O:10])=[O:9])[CH:5]=[CH:4][C:3]=1[O:21][C:15]1[C:16]([CH3:20])=[CH:17][CH:18]=[CH:19][C:14]=1[CH3:13]. The yield is 0.820.